Regression. Given two drug SMILES strings and cell line genomic features, predict the synergy score measuring deviation from expected non-interaction effect. From a dataset of Merck oncology drug combination screen with 23,052 pairs across 39 cell lines. (1) Drug 1: N#Cc1ccc(Cn2cncc2CN2CCN(c3cccc(Cl)c3)C(=O)C2)cc1. Drug 2: Nc1ccn(C2OC(CO)C(O)C2(F)F)c(=O)n1. Cell line: NCIH23. Synergy scores: synergy=-9.93. (2) Drug 1: O=C(O)C1(Cc2cccc(Nc3nccs3)n2)CCC(Oc2cccc(Cl)c2F)CC1. Drug 2: Cc1nc(Nc2ncc(C(=O)Nc3c(C)cccc3Cl)s2)cc(N2CCN(CCO)CC2)n1. Cell line: MDAMB436. Synergy scores: synergy=16.9. (3) Drug 1: NC(=O)c1cccc2cn(-c3ccc(C4CCCNC4)cc3)nc12. Drug 2: Cc1nc(Nc2ncc(C(=O)Nc3c(C)cccc3Cl)s2)cc(N2CCN(CCO)CC2)n1. Cell line: OV90. Synergy scores: synergy=-5.88.